From a dataset of Forward reaction prediction with 1.9M reactions from USPTO patents (1976-2016). Predict the product of the given reaction. (1) Given the reactants C([Li])CCC.C(NC(C)C)(C)C.[CH3:13][N:14]1[C:19](=[O:20])[C:18]2[CH:21]=[C:22]([CH2:24][C:25]3[CH:30]=[CH:29][CH:28]=[CH:27][CH:26]=3)[S:23][C:17]=2[C:16]([CH2:31][CH:32]([CH3:34])[CH3:33])=[N:15]1.CC1C=CC(S(=O)([S:44][CH2:45][CH2:46][CH2:47][O:48][Si](C(C)(C)C)(C)C)=O)=CC=1, predict the reaction product. The product is: [OH:48][CH2:47][CH2:46][CH2:45][S:44][C:21]1[C:18]2[C:19](=[O:20])[N:14]([CH3:13])[N:15]=[C:16]([CH2:31][CH:32]([CH3:34])[CH3:33])[C:17]=2[S:23][C:22]=1[CH2:24][C:25]1[CH:30]=[CH:29][CH:28]=[CH:27][CH:26]=1. (2) Given the reactants [CH:1]([O:4][C:5]1([C:8]2[CH:13]=[CH:12][C:11]([C:14]#[C:15][C:16]3[CH:21]=[CH:20][C:19]([CH2:22][C:23]([O:25]C)=[O:24])=[CH:18][CH:17]=3)=[CH:10][CH:9]=2)[CH2:7][CH2:6]1)([CH3:3])[CH3:2].[OH-].[Na+], predict the reaction product. The product is: [CH:1]([O:4][C:5]1([C:8]2[CH:13]=[CH:12][C:11]([C:14]#[C:15][C:16]3[CH:21]=[CH:20][C:19]([CH2:22][C:23]([OH:25])=[O:24])=[CH:18][CH:17]=3)=[CH:10][CH:9]=2)[CH2:7][CH2:6]1)([CH3:3])[CH3:2]. (3) The product is: [F:10][C:4]1[CH:3]=[C:2]([B:11]2[O:15][C:14]([CH3:17])([CH3:16])[C:13]([CH3:19])([CH3:18])[O:12]2)[CH:9]=[CH:8][C:5]=1[C:6]#[N:7]. Given the reactants Br[C:2]1[CH:9]=[CH:8][C:5]([C:6]#[N:7])=[C:4]([F:10])[CH:3]=1.[B:11]1([B:11]2[O:15][C:14]([CH3:17])([CH3:16])[C:13]([CH3:19])([CH3:18])[O:12]2)[O:15][C:14]([CH3:17])([CH3:16])[C:13]([CH3:19])([CH3:18])[O:12]1.C([O-])(=O)C.[K+].C(Cl)Cl, predict the reaction product. (4) Given the reactants C(OC(=O)[NH:7][CH:8]1[CH2:13][CH2:12][N:11]([S:14]([C:17]2[CH:22]=[CH:21][C:20]([NH:23][C:24](=[O:27])[CH:25]=[CH2:26])=[CH:19][CH:18]=2)(=[O:16])=[O:15])[CH2:10][CH2:9]1)(C)(C)C.FC(F)(F)C(O)=O, predict the reaction product. The product is: [NH2:7][CH:8]1[CH2:13][CH2:12][N:11]([S:14]([C:17]2[CH:22]=[CH:21][C:20]([NH:23][C:24](=[O:27])[CH:25]=[CH2:26])=[CH:19][CH:18]=2)(=[O:15])=[O:16])[CH2:10][CH2:9]1. (5) Given the reactants [NH2:1][C:2]1[N:10]=[C:9]2[C:5]([N:6]=[CH:7][N:8]2[C@H:11]2[C@H:16]3[C@H:17]([OH:18])[C@:13]([CH2:19][OH:20])([CH2:14][O:15]3)[O:12]2)=[C:4]([NH2:21])[N:3]=1.[C:22](Cl)(=[O:29])[C:23]1[CH:28]=[CH:27][CH:26]=[CH:25][CH:24]=1.[CH2:31]([OH:33])[CH3:32].[OH-].[Na+], predict the reaction product. The product is: [C:22]([NH:1][C:2]1[N:10]=[C:9]2[C:5]([N:6]=[CH:7][N:8]2[C@H:11]2[C@H:16]3[C@H:17]([OH:18])[C@:13]([CH2:19][OH:20])([CH2:14][O:15]3)[O:12]2)=[C:4]([NH:21][C:31](=[O:33])[C:32]2[CH:14]=[CH:13][CH:17]=[CH:16][CH:11]=2)[N:3]=1)(=[O:29])[C:23]1[CH:28]=[CH:27][CH:26]=[CH:25][CH:24]=1. (6) Given the reactants [Cl:1][C:2]1[N:3]=[C:4]([N:20]2[CH2:25][CH2:24][O:23][CH2:22][CH2:21]2)[C:5]2[CH:10]=[C:9]([C:11]3[CH:12]=[C:13]([CH:17]=[CH:18][CH:19]=3)[C:14](O)=[O:15])[S:8][C:6]=2[N:7]=1.[CH3:26][N:27]1[CH2:32][CH2:31][NH:30][CH2:29][CH2:28]1, predict the reaction product. The product is: [Cl:1][C:2]1[N:3]=[C:4]([N:20]2[CH2:25][CH2:24][O:23][CH2:22][CH2:21]2)[C:5]2[CH:10]=[C:9]([C:11]3[CH:12]=[C:13]([C:14]([N:30]4[CH2:31][CH2:32][N:27]([CH3:26])[CH2:28][CH2:29]4)=[O:15])[CH:17]=[CH:18][CH:19]=3)[S:8][C:6]=2[N:7]=1. (7) Given the reactants [CH3:1][O:2][C:3](=[O:16])[C:4]1[CH:9]=[C:8](N)[CH:7]=[CH:6][C:5]=1[CH2:11][C:12]([O:14][CH3:15])=[O:13].N([O-])=O.[Na+].[ClH:21], predict the reaction product. The product is: [CH3:15][O:14][C:12](=[O:13])[CH2:11][C:5]1[CH:6]=[CH:7][C:8]([Cl:21])=[CH:9][C:4]=1[C:3]([O:2][CH3:1])=[O:16]. (8) Given the reactants ClC1C=CC(OC)=C(C=1)CC1[C:14](=O)[N:13]([C:14]([NH:13][CH:12](CC)[C:11](NCC(OC(C)(C)C)=O)=[O:33])=O)[CH2:12][C:11](=[O:33])NC1.ClC1C=CC(OC)=C(C=1)CC1C(=O)N(C(N[C@H](CC)C(O)=O)=O)CC(=O)NC1.[Cl:65][C:66]1[CH:74]=[CH:73][C:72]([S:75]([N:78]2[C:84](=[O:85])[CH:83]([CH2:86][C:87]3[CH:92]=[C:91]([Cl:93])[CH:90]=[CH:89][C:88]=3[O:94][CH3:95])[CH2:82][NH:81][C:80](=[O:96])[CH2:79]2)(=[O:77])=[O:76])=[CH:71][C:67]=1[C:68](O)=[O:69].Cl.C(OC(=O)CN)(C)(C)C.CNCCO, predict the reaction product. The product is: [Cl:65][C:66]1[CH:74]=[CH:73][C:72]([S:75]([N:78]2[C:84](=[O:85])[CH:83]([CH2:86][C:87]3[CH:92]=[C:91]([Cl:93])[CH:90]=[CH:89][C:88]=3[O:94][CH3:95])[CH2:82][NH:81][C:80](=[O:96])[CH2:79]2)(=[O:77])=[O:76])=[CH:71][C:67]=1[C:68]([N:13]([CH2:12][CH2:11][OH:33])[CH3:14])=[O:69].